Dataset: NCI-60 drug combinations with 297,098 pairs across 59 cell lines. Task: Regression. Given two drug SMILES strings and cell line genomic features, predict the synergy score measuring deviation from expected non-interaction effect. Drug 1: COC1=NC(=NC2=C1N=CN2C3C(C(C(O3)CO)O)O)N. Drug 2: CC1CCC2CC(C(=CC=CC=CC(CC(C(=O)C(C(C(=CC(C(=O)CC(OC(=O)C3CCCCN3C(=O)C(=O)C1(O2)O)C(C)CC4CCC(C(C4)OC)O)C)C)O)OC)C)C)C)OC. Cell line: SF-539. Synergy scores: CSS=-5.73, Synergy_ZIP=2.55, Synergy_Bliss=0.148, Synergy_Loewe=-5.21, Synergy_HSA=-4.26.